Task: Regression. Given two drug SMILES strings and cell line genomic features, predict the synergy score measuring deviation from expected non-interaction effect.. Dataset: NCI-60 drug combinations with 297,098 pairs across 59 cell lines (1) Drug 1: C1CC(C1)(C(=O)O)C(=O)O.[NH2-].[NH2-].[Pt+2]. Drug 2: COC1=C2C(=CC3=C1OC=C3)C=CC(=O)O2. Cell line: SNB-75. Synergy scores: CSS=-0.130, Synergy_ZIP=1.35, Synergy_Bliss=1.16, Synergy_Loewe=-0.0165, Synergy_HSA=-0.794. (2) Drug 1: CN1C(=O)N2C=NC(=C2N=N1)C(=O)N. Drug 2: C1CNP(=O)(OC1)N(CCCl)CCCl. Cell line: OVCAR3. Synergy scores: CSS=-0.0705, Synergy_ZIP=6.97, Synergy_Bliss=11.2, Synergy_Loewe=0.651, Synergy_HSA=1.19. (3) Drug 1: CN(C)N=NC1=C(NC=N1)C(=O)N. Drug 2: CC1C(C(CC(O1)OC2CC(CC3=C2C(=C4C(=C3O)C(=O)C5=C(C4=O)C(=CC=C5)OC)O)(C(=O)CO)O)N)O.Cl. Cell line: HCC-2998. Synergy scores: CSS=40.1, Synergy_ZIP=-2.47, Synergy_Bliss=0.852, Synergy_Loewe=-20.0, Synergy_HSA=2.08. (4) Drug 1: C1=NC2=C(N1)C(=S)N=CN2. Drug 2: C1C(C(OC1N2C=NC(=NC2=O)N)CO)O. Cell line: K-562. Synergy scores: CSS=74.6, Synergy_ZIP=-0.468, Synergy_Bliss=-0.725, Synergy_Loewe=2.32, Synergy_HSA=4.61. (5) Drug 1: C1C(C(OC1N2C=NC3=C(N=C(N=C32)Cl)N)CO)O. Drug 2: COCCOC1=C(C=C2C(=C1)C(=NC=N2)NC3=CC=CC(=C3)C#C)OCCOC.Cl. Cell line: HOP-92. Synergy scores: CSS=29.0, Synergy_ZIP=1.48, Synergy_Bliss=-3.49, Synergy_Loewe=-6.73, Synergy_HSA=-0.444.